This data is from Full USPTO retrosynthesis dataset with 1.9M reactions from patents (1976-2016). The task is: Predict the reactants needed to synthesize the given product. (1) Given the product [CH2:38]([N:2]([CH3:31])[C:3]12[CH2:11][CH2:10][CH:7]([CH2:8][CH2:9]1)[CH2:6][N:5]1[C:12](=[O:30])[C:13]([O:21][C:22]([C:24]3[CH:25]=[CH:26][CH:27]=[CH:28][CH:29]=3)=[O:23])=[C:14]([C:16]([O:18][CH2:19][CH3:20])=[O:17])[N:15]=[C:4]21)[C:39]1[CH:44]=[CH:43][CH:42]=[CH:41][CH:40]=1, predict the reactants needed to synthesize it. The reactants are: Cl.[NH2:2][C:3]12[CH2:11][CH2:10][CH:7]([CH2:8][CH2:9]1)[CH2:6][N:5]1[C:12](=[O:30])[C:13]([O:21][C:22]([C:24]3[CH:29]=[CH:28][CH:27]=[CH:26][CH:25]=3)=[O:23])=[C:14]([C:16]([O:18][CH2:19][CH3:20])=[O:17])[N:15]=[C:4]21.[CH2:31](N(CC)CC)C.[CH:38](=O)[C:39]1[CH:44]=[CH:43][CH:42]=[CH:41][CH:40]=1.CC(O)=O.[BH3-]C#N.[Na+].C=O. (2) The reactants are: C(OC([N:8]1[CH2:13][CH2:12][N:11]([CH:14]([C:16]2[CH:21]=[CH:20][C:19]([O:22][CH3:23])=[C:18]([CH3:24])[C:17]=2[CH3:25])[CH3:15])[CH2:10][CH2:9]1)=O)(C)(C)C.FC(F)(F)C(O)=O. Given the product [CH3:23][O:22][C:19]1[CH:20]=[CH:21][C:16]([CH:14]([N:11]2[CH2:10][CH2:9][NH:8][CH2:13][CH2:12]2)[CH3:15])=[C:17]([CH3:25])[C:18]=1[CH3:24], predict the reactants needed to synthesize it. (3) Given the product [NH2:11][C:8]1[N:9]=[CH:10][C:5]([C:4]#[C:3][CH2:2][NH:1][C:23](=[O:24])[N:22]([CH3:26])[CH3:21])=[CH:6][C:7]=1[C:12]1[S:13][C:14]2[CH:20]=[CH:19][CH:18]=[CH:17][C:15]=2[N:16]=1, predict the reactants needed to synthesize it. The reactants are: [NH2:1][CH2:2][C:3]#[C:4][C:5]1[CH:6]=[C:7]([C:12]2[S:13][C:14]3[CH:20]=[CH:19][CH:18]=[CH:17][C:15]=3[N:16]=2)[C:8]([NH2:11])=[N:9][CH:10]=1.[CH3:21][N:22]([CH3:26])[C:23](Cl)=[O:24].CN(C=O)C.CCN(C(C)C)C(C)C. (4) Given the product [F:1][C:2]1[N:3]=[CH:4][C:5]([C:6]([N:24]2[CH2:25][CH2:26][N:21]([C:14]3[CH:15]=[C:16]([CH3:20])[C:17]([CH3:19])=[CH:18][C:13]=3[CH3:12])[CH2:22][CH2:23]2)=[O:8])=[C:9]([CH3:11])[CH:10]=1, predict the reactants needed to synthesize it. The reactants are: [F:1][C:2]1[CH:10]=[C:9]([CH3:11])[C:5]([C:6]([OH:8])=O)=[CH:4][N:3]=1.[CH3:12][C:13]1[CH:18]=[C:17]([CH3:19])[C:16]([CH3:20])=[CH:15][C:14]=1[N:21]1[CH2:26][CH2:25][NH:24][CH2:23][CH2:22]1.